This data is from Reaction yield outcomes from USPTO patents with 853,638 reactions. The task is: Predict the reaction yield, written as a fraction of the theoretical maximum amount of product (1.0 means a 100% yield; for example, 0.34 means a 34% yield). (1) The reactants are Cl[C:2]1[C:11]2[C:6](=[CH:7][CH:8]=[C:9]([O:12][CH3:13])[CH:10]=2)[N:5]=[C:4]([C:14]2[CH:21]=[CH:20][C:17]([C:18]#[N:19])=[CH:16][CH:15]=2)[CH:3]=1.[F-:22].[Cs+]. The catalyst is [N+](CCCC)(CCCC)(CCCC)CCCC.[Br-].CS(C)=O. The product is [F:22][C:2]1[C:11]2[C:6](=[CH:7][CH:8]=[C:9]([O:12][CH3:13])[CH:10]=2)[N:5]=[C:4]([C:14]2[CH:21]=[CH:20][C:17]([C:18]#[N:19])=[CH:16][CH:15]=2)[CH:3]=1. The yield is 0.317. (2) The product is [CH3:53][C:14]1([CH3:13])[CH2:19][O:18][C:17]2([CH2:24][CH2:23][CH:22]([N:25]3[C:30](=[O:31])[C:29]([CH2:32][C:33]4[CH:38]=[CH:37][C:36]([C:39]5[CH:44]=[CH:43][CH:42]=[CH:41][C:40]=5[C:45]5[NH:3][C:4](=[O:7])[O:5][N:46]=5)=[CH:35][CH:34]=4)=[C:28]([CH2:47][CH2:48][CH3:49])[N:27]4[N:50]=[CH:51][N:52]=[C:26]34)[CH2:21][CH2:20]2)[O:16][CH2:15]1. The yield is 0.340. The reactants are [Cl-].O[NH3+:3].[C:4](=[O:7])([O-])[OH:5].[Na+].CS(C)=O.[CH3:13][C:14]1([CH3:53])[CH2:19][O:18][C:17]2([CH2:24][CH2:23][CH:22]([N:25]3[C:30](=[O:31])[C:29]([CH2:32][C:33]4[CH:38]=[CH:37][C:36]([C:39]5[C:40]([C:45]#[N:46])=[CH:41][CH:42]=[CH:43][CH:44]=5)=[CH:35][CH:34]=4)=[C:28]([CH2:47][CH2:48][CH3:49])[N:27]4[N:50]=[CH:51][N:52]=[C:26]34)[CH2:21][CH2:20]2)[O:16][CH2:15]1. The catalyst is C(OCC)(=O)C.